Dataset: CYP2C9 inhibition data for predicting drug metabolism from PubChem BioAssay. Task: Regression/Classification. Given a drug SMILES string, predict its absorption, distribution, metabolism, or excretion properties. Task type varies by dataset: regression for continuous measurements (e.g., permeability, clearance, half-life) or binary classification for categorical outcomes (e.g., BBB penetration, CYP inhibition). Dataset: cyp2c9_veith. (1) The compound is COc1ccc(-n2c(=O)c(-c3cccs3)nc3cnc(OC)nc32)cc1. The result is 0 (non-inhibitor). (2) The result is 0 (non-inhibitor). The compound is Cn1cc(-c2nc3cncnc3n(-c3ccccc3)c2=O)c2ccccc21. (3) The molecule is C[N+]1(NCC[N@@+]2(C)CCc3ccccc3C2)CCCCC1. The result is 0 (non-inhibitor). (4) The molecule is COc1cccc(CN2C(=O)N(C(C)C)C(N(O)C(=O)NC(C)C)C2(C)C)c1OC. The result is 1 (inhibitor).